From a dataset of Full USPTO retrosynthesis dataset with 1.9M reactions from patents (1976-2016). Predict the reactants needed to synthesize the given product. (1) Given the product [NH2:14][C:15]1[C:24]2[C:19](=[CH:20][CH:21]=[CH:22][CH:23]=2)[C:18]([O:25][C:26]2[CH:31]=[CH:30][N:29]=[C:28]([NH:32][C:33]3[CH:34]=[CH:35][CH:36]=[CH:37][CH:38]=3)[CH:27]=2)=[CH:17][CH:16]=1, predict the reactants needed to synthesize it. The reactants are: C(O)(C(F)(F)F)=O.C(OC(=O)[NH:14][C:15]1[C:24]2[C:19](=[CH:20][CH:21]=[CH:22][CH:23]=2)[C:18]([O:25][C:26]2[CH:31]=[CH:30][N:29]=[C:28]([NH:32][C:33]3[CH:38]=[CH:37][CH:36]=[CH:35][CH:34]=3)[CH:27]=2)=[CH:17][CH:16]=1)(C)(C)C. (2) Given the product [CH3:2][O:3][C:4](=[O:14])[C:5]1[CH:6]=[CH:7][C:8]([C:9]([NH:24][CH2:23][CH2:22][CH2:21][N:15]2[CH2:20][CH2:19][CH2:18][CH2:17][CH2:16]2)=[O:11])=[CH:12][CH:13]=1, predict the reactants needed to synthesize it. The reactants are: [Cl-].[CH3:2][O:3][C:4](=[O:14])[C:5]1[CH:13]=[CH:12][C:8]([C:9]([OH:11])=O)=[CH:7][CH:6]=1.[N:15]1([CH2:21][CH2:22][CH2:23][NH2:24])[CH2:20][CH2:19][CH2:18][CH2:17][CH2:16]1.C(N(CC)CC)C. (3) Given the product [CH3:22][CH:21]([CH3:23])[CH:16]([NH:15][C:13]([C:11]1[O:12][C:8]([C:5]2[CH:6]=[CH:7][C:2]([NH:1][C:25]([NH:24][C:27]3[CH:32]=[CH:31][CH:30]=[C:29]([C:33]([F:34])([F:35])[F:36])[CH:28]=3)=[O:26])=[CH:3][CH:4]=2)=[CH:9][N:10]=1)=[O:14])[C:17]([O:19][CH3:20])=[O:18], predict the reactants needed to synthesize it. The reactants are: [NH2:1][C:2]1[CH:7]=[CH:6][C:5]([C:8]2[O:12][C:11]([C:13]([NH:15][CH:16]([CH:21]([CH3:23])[CH3:22])[C:17]([O:19][CH3:20])=[O:18])=[O:14])=[N:10][CH:9]=2)=[CH:4][CH:3]=1.[N:24]([C:27]1[CH:32]=[CH:31][CH:30]=[C:29]([C:33]([F:36])([F:35])[F:34])[CH:28]=1)=[C:25]=[O:26]. (4) Given the product [C:1]([O:5][C:6](=[O:24])[NH:7][CH:8]([CH3:23])[C:9](=[O:10])[NH:11][C:12]1[N:13]=[C:14]([C:26]#[C:25][Si:27]([CH3:30])([CH3:29])[CH3:28])[C:15]2[C:20]([CH:21]=1)=[CH:19][CH:18]=[CH:17][CH:16]=2)([CH3:4])([CH3:3])[CH3:2], predict the reactants needed to synthesize it. The reactants are: [C:1]([O:5][C:6](=[O:24])[NH:7][CH:8]([CH3:23])[C:9]([NH:11][C:12]1[N:13]=[C:14](Br)[C:15]2[C:20]([CH:21]=1)=[CH:19][CH:18]=[CH:17][CH:16]=2)=[O:10])([CH3:4])([CH3:3])[CH3:2].[C:25]([Si:27]([CH3:30])([CH3:29])[CH3:28])#[CH:26].CCN(C(C)C)C(C)C. (5) The reactants are: [CH3:1][O:2][C:3]([N:5]1[C@@H:13]2[C@@H:8]([C@@:9]([OH:23])([C:14]#[C:15][C:16]3[CH:17]=[C:18]([CH3:22])[CH:19]=[CH:20][CH:21]=3)[CH2:10][CH2:11][CH2:12]2)[CH2:7][CH2:6]1)=[O:4].[CH3:24][NH:25][C:26](=[O:32])[CH2:27][CH2:28][C:29](O)=[O:30]. Given the product [CH3:24][NH:25][C:26](=[O:32])[CH2:27][CH2:28][C:29]([O:23][C@@:9]1([C:14]#[C:15][C:16]2[CH:17]=[C:18]([CH3:22])[CH:19]=[CH:20][CH:21]=2)[CH2:10][CH2:11][CH2:12][C@@H:13]2[C@H:8]1[CH2:7][CH2:6][N:5]2[C:3]([O:2][CH3:1])=[O:4])=[O:30], predict the reactants needed to synthesize it. (6) Given the product [Cl:7][C:8]1[CH:13]=[CH:12][C:11]([C:14]2[CH:19]=[CH:18][CH:17]=[C:16]([CH2:20][O:23][C:24]3[CH:31]=[CH:30][C:27]([CH:28]=[O:29])=[CH:26][CH:25]=3)[CH:15]=2)=[C:10]([CH3:22])[CH:9]=1, predict the reactants needed to synthesize it. The reactants are: C(=O)([O-])[O-].[K+].[K+].[Cl:7][C:8]1[CH:13]=[CH:12][C:11]([C:14]2[CH:19]=[CH:18][CH:17]=[C:16]([CH2:20]Cl)[CH:15]=2)=[C:10]([CH3:22])[CH:9]=1.[OH:23][C:24]1[CH:31]=[CH:30][C:27]([CH:28]=[O:29])=[CH:26][CH:25]=1.